From a dataset of Catalyst prediction with 721,799 reactions and 888 catalyst types from USPTO. Predict which catalyst facilitates the given reaction. (1) Reactant: [OH:1][CH2:2][C@@H:3]1[C@@H:7]([C:8]2[CH:13]=[CH:12][CH:11]=[CH:10][CH:9]=2)[CH2:6][N:5]([CH2:14][C:15]2([P:20]([O:25][CH2:26][CH3:27])(=[O:24])[O:21][CH2:22][CH3:23])[CH2:19][CH2:18][CH2:17][CH2:16]2)[CH2:4]1.[Si](OC[C@@H]1[C@@H](C2C=CC=CC=2)CNC1)(C(C)(C)C)(C)C. Product: [CH:2]([C@@H:3]1[C@@H:7]([C:8]2[CH:13]=[CH:12][CH:11]=[CH:10][CH:9]=2)[CH2:6][N:5]([CH2:14][C:15]2([P:20]([O:21][CH2:22][CH3:23])(=[O:24])[O:25][CH2:26][CH3:27])[CH2:19][CH2:18][CH2:17][CH2:16]2)[CH2:4]1)=[O:1]. The catalyst class is: 61. (2) Reactant: [CH:1]1([N:4]([S:12]([C:15]2[CH:20]=[CH:19][CH:18]=[CH:17][C:16]=2[C:21]2[CH:26]=[CH:25][CH:24]=[C:23]([CH2:27][O:28][CH2:29][CH2:30][O:31][CH2:32][CH2:33][CH2:34][CH2:35][CH2:36][CH2:37][N:38]3[CH2:42][C@@H:41]([C:43]4[CH:54]=[CH:53][C:46]5[O:47][C:48]([CH3:52])([CH3:51])[O:49][CH2:50][C:45]=5[CH:44]=4)[O:40]C3=O)[CH:22]=2)(=[O:14])=[O:13])C(=O)OC(C)(C)C)[CH2:3][CH2:2]1.C[Si](C)(C)[O-].[K+].P([O-])([O-])([O-])=O. The catalyst class is: 1. Product: [CH:1]1([NH:4][S:12]([C:15]2[C:16]([C:21]3[CH:26]=[CH:25][CH:24]=[C:23]([CH2:27][O:28][CH2:29][CH2:30][O:31][CH2:32][CH2:33][CH2:34][CH2:35][CH2:36][CH2:37][NH:38][CH2:42][C@@H:41]([C:43]4[CH:54]=[CH:53][C:46]5[O:47][C:48]([CH3:51])([CH3:52])[O:49][CH2:50][C:45]=5[CH:44]=4)[OH:40])[CH:22]=3)=[CH:17][CH:18]=[CH:19][CH:20]=2)(=[O:13])=[O:14])[CH2:2][CH2:3]1. (3) The catalyst class is: 2. Product: [F:32][C:29]1[CH:30]=[CH:31][C:26]([NH:25][C:24]2[C:19]3[C:18]4[CH2:41][CH2:42][NH:15][CH2:16][C:17]=4[S:40][C:20]=3[N:21]=[CH:22][N:23]=2)=[C:27]([O:33][CH:34]2[CH2:39][CH2:38][O:37][CH2:36][CH2:35]2)[CH:28]=1. Reactant: FC(F)(F)C(O)=O.C(OC([N:15]1[CH2:42][CH2:41][C:18]2[C:19]3[C:24]([NH:25][C:26]4[CH:31]=[CH:30][C:29]([F:32])=[CH:28][C:27]=4[O:33][CH:34]4[CH2:39][CH2:38][O:37][CH2:36][CH2:35]4)=[N:23][CH:22]=[N:21][C:20]=3[S:40][C:17]=2[CH2:16]1)=O)(C)(C)C. (4) Reactant: Cl[C:2]1[CH:27]=[CH:26][C:5]([C:6]([NH:8][C:9]2[S:10][C:11]3[C:17]([N:18]4[CH2:23][CH2:22][O:21][CH2:20][CH2:19]4)=[CH:16][CH:15]=[C:14]([O:24][CH3:25])[C:12]=3[N:13]=2)=[O:7])=[CH:4][N:3]=1.[H-].[Na+].[CH:30]1([OH:36])[CH2:35][CH2:34][CH2:33][CH2:32][CH2:31]1. Product: [CH:30]1([O:36][C:2]2[CH:27]=[CH:26][C:5]([C:6]([NH:8][C:9]3[S:10][C:11]4[C:17]([N:18]5[CH2:23][CH2:22][O:21][CH2:20][CH2:19]5)=[CH:16][CH:15]=[C:14]([O:24][CH3:25])[C:12]=4[N:13]=3)=[O:7])=[CH:4][N:3]=2)[CH2:35][CH2:34][CH2:33][CH2:32][CH2:31]1. The catalyst class is: 887. (5) Reactant: [CH3:1][C:2]1[NH:3][C:4]2[C:9]([C:10]=1[C:11]([O:13][CH2:14][C:15]1[CH:20]=[CH:19][CH:18]=[CH:17][CH:16]=1)=[O:12])=[CH:8][C:7]([OH:21])=[CH:6][CH:5]=2.[CH2:22]([O:24][C:25](=[O:30])[C:26](Br)([CH3:28])[CH3:27])[CH3:23].C(=O)([O-])[O-].[K+].[K+].[I-].[K+]. Product: [CH2:14]([O:13][C:11]([C:10]1[C:9]2[C:4](=[CH:5][CH:6]=[C:7]([O:21][C:26]([C:25]([O:24][CH2:22][CH3:23])=[O:30])([CH3:28])[CH3:27])[CH:8]=2)[NH:3][C:2]=1[CH3:1])=[O:12])[C:15]1[CH:16]=[CH:17][CH:18]=[CH:19][CH:20]=1. The catalyst class is: 10. (6) Reactant: F[C:2]1[CH:7]=[CH:6][C:5]([N+:8]([O-:10])=[O:9])=[CH:4][C:3]=1[CH3:11].[OH:12][C:13]1[CH:14]=[C:15]([CH:18]=[CH:19][CH:20]=1)[CH:16]=[O:17].C(=O)([O-])[O-].[K+].[K+]. Product: [CH3:11][C:3]1[CH:4]=[C:5]([N+:8]([O-:10])=[O:9])[CH:6]=[CH:7][C:2]=1[O:12][C:13]1[CH:14]=[C:15]([CH:18]=[CH:19][CH:20]=1)[CH:16]=[O:17]. The catalyst class is: 9.